Dataset: Catalyst prediction with 721,799 reactions and 888 catalyst types from USPTO. Task: Predict which catalyst facilitates the given reaction. (1) Reactant: Br[C:2]1[CH:10]=[CH:9][CH:8]=[C:7]2[C:3]=1[C:4]([C:15]([N:17]1[CH2:22][CH2:21][CH:20]([C:23]3[CH:24]=[C:25]([CH:34]=[CH:35][C:36]=3[F:37])[CH2:26][NH:27][C:28](=[O:33])[C:29]([F:32])([F:31])[F:30])[CH2:19][CH2:18]1)=[O:16])=[CH:5][N:6]2[CH2:11][CH2:12][O:13][CH3:14].[CH3:38][O:39][C:40]1[CH:45]=[C:44](B(O)O)[CH:43]=[CH:42][N:41]=1.C(=O)([O-])[O-].[Cs+].[Cs+].C(Cl)Cl. Product: [F:31][C:29]([F:32])([F:30])[C:28]([NH:27][CH2:26][C:25]1[CH:34]=[CH:35][C:36]([F:37])=[C:23]([CH:20]2[CH2:19][CH2:18][N:17]([C:15]([C:4]3[C:3]4[C:7](=[CH:8][CH:9]=[CH:10][C:2]=4[C:44]4[CH:43]=[CH:42][N:41]=[C:40]([O:39][CH3:38])[CH:45]=4)[N:6]([CH2:11][CH2:12][O:13][CH3:14])[CH:5]=3)=[O:16])[CH2:22][CH2:21]2)[CH:24]=1)=[O:33]. The catalyst class is: 117. (2) Reactant: [CH2:1](Br)[CH3:2].C(=O)([O-])[O-].[K+].[K+].[OH:10][C:11]1[CH:22]=[CH:21][C:14](/[CH:15]=[CH:16]/[C:17]([O:19][CH3:20])=[O:18])=[CH:13][C:12]=1[O:23][CH2:24][CH2:25][CH3:26]. Product: [CH2:1]([O:10][C:11]1[CH:22]=[CH:21][C:14](/[CH:15]=[CH:16]/[C:17]([O:19][CH3:20])=[O:18])=[CH:13][C:12]=1[O:23][CH2:24][CH2:25][CH3:26])[CH3:2]. The catalyst class is: 131. (3) Reactant: [CH3:1][C:2]1[N:7]=[C:6]([N:8]2[CH2:39][CH2:38][C:11]3([C:16](=[O:17])[N:15]([CH2:18][C:19]4[C:27]5[C:22](=[CH:23][CH:24]=[CH:25][CH:26]=5)[N:21](S(C5C=CC(C)=CC=5)(=O)=O)[CH:20]=4)[CH2:14][CH2:13][CH2:12]3)[CH2:10][CH2:9]2)[CH:5]=[CH:4][CH:3]=1.C([O-])([O-])=O.[Cs+].[Cs+]. The catalyst class is: 125. Product: [NH:21]1[C:22]2[C:27](=[CH:26][CH:25]=[CH:24][CH:23]=2)[C:19]([CH2:18][N:15]2[CH2:14][CH2:13][CH2:12][C:11]3([CH2:10][CH2:9][N:8]([C:6]4[CH:5]=[CH:4][CH:3]=[C:2]([CH3:1])[N:7]=4)[CH2:39][CH2:38]3)[C:16]2=[O:17])=[CH:20]1.